Dataset: Reaction yield outcomes from USPTO patents with 853,638 reactions. Task: Predict the reaction yield, written as a fraction of the theoretical maximum amount of product (1.0 means a 100% yield; for example, 0.34 means a 34% yield). The reactants are [CH2:1]([NH:8][C:9](=[O:18])[NH:10][CH2:11][C:12]1([C:15]([OH:17])=O)[CH2:14][CH2:13]1)[C:2]1[CH:7]=[CH:6][CH:5]=[CH:4][CH:3]=1.[NH2:19][C@@H:20]([CH2:43][C:44]1[CH:49]=[CH:48][C:47]([O:50][C:51]([CH3:54])([CH3:53])[CH3:52])=[CH:46][CH:45]=1)[C:21]([N:23]([CH2:35][CH:36]([O:40][CH2:41][CH3:42])[O:37][CH2:38][CH3:39])[CH2:24][C:25]1[C:34]2[C:29](=[CH:30][CH:31]=[CH:32][CH:33]=2)[N:28]=[CH:27][CH:26]=1)=[O:22]. No catalyst specified. The product is [CH2:1]([NH:8][C:9](=[O:18])[NH:10][CH2:11][C:12]1([C:15]([NH:19][C@@H:20]([CH2:43][C:44]2[CH:49]=[CH:48][C:47]([O:50][C:51]([CH3:53])([CH3:52])[CH3:54])=[CH:46][CH:45]=2)[C:21]([N:23]([CH2:35][CH:36]([O:37][CH2:38][CH3:39])[O:40][CH2:41][CH3:42])[CH2:24][C:25]2[C:34]3[C:29](=[CH:30][CH:31]=[CH:32][CH:33]=3)[N:28]=[CH:27][CH:26]=2)=[O:22])=[O:17])[CH2:13][CH2:14]1)[C:2]1[CH:3]=[CH:4][CH:5]=[CH:6][CH:7]=1. The yield is 0.720.